This data is from Forward reaction prediction with 1.9M reactions from USPTO patents (1976-2016). The task is: Predict the product of the given reaction. (1) Given the reactants [C:1]([O:5][C:6]([NH:8][CH2:9][CH2:10][O:11][C:12]1[CH:17]=[CH:16][C:15]([CH2:18][C:19]([NH:21][C:22]2[CH:27]=[CH:26][CH:25]=[C:24](/[CH:28]=[CH:29]/[C:30]3[CH:35]=[CH:34][CH:33]=[C:32]([CH3:36])[CH:31]=3)[CH:23]=2)=[O:20])=[CH:14][C:13]=1[O:37][CH3:38])=[O:7])([CH3:4])([CH3:3])[CH3:2], predict the reaction product. The product is: [C:1]([O:5][C:6]([NH:8][CH2:9][CH2:10][O:11][C:12]1[CH:17]=[CH:16][C:15]([CH2:18][C:19]([NH:21][C:22]2[CH:27]=[CH:26][CH:25]=[C:24]([CH2:28][CH2:29][C:30]3[CH:35]=[CH:34][CH:33]=[C:32]([CH3:36])[CH:31]=3)[CH:23]=2)=[O:20])=[CH:14][C:13]=1[O:37][CH3:38])=[O:7])([CH3:4])([CH3:3])[CH3:2]. (2) Given the reactants [Cl:1][C:2]1[CH:7]=[C:6]([Cl:8])[CH:5]=[CH:4][C:3]=1[C:9]1[N:10]([C:28]2[CH:33]=[CH:32][C:31]([OH:34])=[CH:30][CH:29]=2)[C:11]([CH3:27])=[C:12]([C:14]([NH:16][C:17]2[CH:22]=[CH:21][C:20]([C:23]([F:26])([F:25])[F:24])=[CH:19][N:18]=2)=[O:15])[N:13]=1.C(N(CC)CC)C.[F:42][C:43]([F:51])([F:50])[CH2:44][CH2:45][S:46](Cl)(=[O:48])=[O:47].O, predict the reaction product. The product is: [F:42][C:43]([F:51])([F:50])[CH2:44][CH2:45][S:46]([O:34][C:31]1[CH:30]=[CH:29][C:28]([N:10]2[C:11]([CH3:27])=[C:12]([C:14]([NH:16][C:17]3[CH:22]=[CH:21][C:20]([C:23]([F:24])([F:25])[F:26])=[CH:19][N:18]=3)=[O:15])[N:13]=[C:9]2[C:3]2[CH:4]=[CH:5][C:6]([Cl:8])=[CH:7][C:2]=2[Cl:1])=[CH:33][CH:32]=1)(=[O:48])=[O:47]. (3) Given the reactants [CH2:1]([O:8][C:9]1[N:10]=[N:11][C:12]([C:23]#[C:24][C:25]2[CH:30]=[CH:29][CH:28]=[CH:27][CH:26]=2)=[CH:13][C:14]=1[O:15][CH2:16][C:17]1[CH:22]=[CH:21][CH:20]=[CH:19][CH:18]=1)[C:2]1[CH:7]=[CH:6][CH:5]=[CH:4][CH:3]=1.C(OC1N=NC(Cl)=CC=1OCC1C=CC=CC=1)C1C=CC=CC=1.C(C1C=CC=C([O:62][C:63]([F:66])([F:65])[F:64])C=1)#C, predict the reaction product. The product is: [CH2:1]([O:8][C:9]1[N:10]=[N:11][C:12]([C:23]#[C:24][C:25]2[CH:30]=[CH:29][CH:28]=[C:27]([O:62][C:63]([F:66])([F:65])[F:64])[CH:26]=2)=[CH:13][C:14]=1[O:15][CH2:16][C:17]1[CH:18]=[CH:19][CH:20]=[CH:21][CH:22]=1)[C:2]1[CH:3]=[CH:4][CH:5]=[CH:6][CH:7]=1. (4) Given the reactants Cl[C:2]1[C:7]2=[N:8][C:9]([N:16]3[CH2:21][CH2:20][CH:19]([O:22][C:23]4[CH:28]=[CH:27][C:26]([O:29][CH3:30])=[CH:25][C:24]=4[F:31])[CH2:18][CH2:17]3)=[C:10]([NH:12][CH:13]3[CH2:15][CH2:14]3)[N:11]=[C:6]2[CH:5]=[CH:4][N:3]=1.CC1(C)C2C=CC=C(P(C3C=CC=CC=3)C3C=CC=CC=3)[C:41]=2[O:40]C2C1=CC=CC=2P(C1C=CC=CC=1)C1C=CC=CC=1.C(OC1C=CC=CC=1)=O.[CH2:83]([N:85](CC)[CH2:86]C)C.CNC, predict the reaction product. The product is: [CH:13]1([NH:12][C:10]2[N:11]=[C:6]3[CH:5]=[CH:4][N:3]=[C:2]([C:41]([N:85]([CH3:86])[CH3:83])=[O:40])[C:7]3=[N:8][C:9]=2[N:16]2[CH2:21][CH2:20][CH:19]([O:22][C:23]3[CH:28]=[CH:27][C:26]([O:29][CH3:30])=[CH:25][C:24]=3[F:31])[CH2:18][CH2:17]2)[CH2:15][CH2:14]1. (5) Given the reactants C(NC(C)C)(C)C.[Li]CCCC.[Br:13][C:14]1[C:23]2[C:18](=[CH:19][C:20]([F:25])=[C:21]([F:24])[CH:22]=2)[N:17]=[CH:16][CH:15]=1.Cl[Si:27]([CH3:30])([CH3:29])[CH3:28].[NH4+].[Cl-], predict the reaction product. The product is: [Br:13][C:14]1[C:23]2[C:18](=[C:19]([Si:27]([CH3:30])([CH3:29])[CH3:28])[C:20]([F:25])=[C:21]([F:24])[CH:22]=2)[N:17]=[CH:16][CH:15]=1. (6) Given the reactants [O:1]1[C:6]2[CH:7]=[CH:8][C:9]([C:11]([C:19]3[C:27]4[C:22](=[C:23]([CH2:28][S:29][CH3:30])[CH:24]=[CH:25][CH:26]=4)[NH:21][CH:20]=3)([CH3:18])[CH2:12][C:13](OCC)=[O:14])=[CH:10][C:5]=2[O:4][CH2:3][CH2:2]1.[H-].[Al+3].[Li+].[H-].[H-].[H-].O.C(#N)C, predict the reaction product. The product is: [O:1]1[C:6]2[CH:7]=[CH:8][C:9]([C:11]([C:19]3[C:27]4[C:22](=[C:23]([CH2:28][S:29][CH3:30])[CH:24]=[CH:25][CH:26]=4)[NH:21][CH:20]=3)([CH3:18])[CH2:12][CH2:13][OH:14])=[CH:10][C:5]=2[O:4][CH2:3][CH2:2]1. (7) The product is: [CH2:1]([O:3][C:4]1[CH:9]=[CH:8][C:7]([C:10]([F:11])([F:13])[F:12])=[CH:6][C:5]=1[NH:14][C:16]([NH:15][C:18]1[CH:19]=[CH:20][C:21]([B:24]2[O:28][C:27]([CH3:30])([CH3:29])[C:26]([CH3:32])([CH3:31])[O:25]2)=[CH:22][CH:23]=1)=[O:17])[CH3:2]. Given the reactants [CH2:1]([O:3][C:4]1[CH:9]=[CH:8][C:7]([C:10]([F:13])([F:12])[F:11])=[CH:6][C:5]=1[NH2:14])[CH3:2].[N:15]([C:18]1[CH:23]=[CH:22][C:21]([B:24]2[O:28][C:27]([CH3:30])([CH3:29])[C:26]([CH3:32])([CH3:31])[O:25]2)=[CH:20][CH:19]=1)=[C:16]=[O:17].COC1C=C(C(F)(F)F)C=CC=1NC(NC1C=CC(B2OC(C)(C)C(C)(C)O2)=CC=1)=O, predict the reaction product. (8) The product is: [OH:27][C:28]1[CH:33]=[CH:32][CH:31]=[CH:30][C:29]=1[C:2]1[N:7]=[C:6]([NH:8][C@H:9]2[CH2:13][CH2:12][N:11]([C:14]([O:16][C:17]([CH3:20])([CH3:19])[CH3:18])=[O:15])[CH2:10]2)[C:5]([C:21]2[CH:26]=[CH:25][CH:24]=[CH:23][CH:22]=2)=[CH:4][N:3]=1. Given the reactants Cl[C:2]1[N:7]=[C:6]([NH:8][C@H:9]2[CH2:13][CH2:12][N:11]([C:14]([O:16][C:17]([CH3:20])([CH3:19])[CH3:18])=[O:15])[CH2:10]2)[C:5]([C:21]2[CH:26]=[CH:25][CH:24]=[CH:23][CH:22]=2)=[CH:4][N:3]=1.[OH:27][C:28]1[CH:33]=[CH:32][CH:31]=[CH:30][C:29]=1B(O)O.C([O-])([O-])=O.[Na+].[Na+].O, predict the reaction product. (9) Given the reactants [NH2:1][C:2]1[CH:7]=[CH:6][N:5]([CH:8]2[C:12]([O:14]C(=O)C3C=CC=CC=3)([CH3:13])[CH:11]([O:23]C(=O)C3C=CC=CC=3)[CH:10]([CH2:32][O:33]C(=O)C3C=CC=CC=3)[O:9]2)[C:4](=[O:42])[N:3]=1.C[O-].[Na+].CO, predict the reaction product. The product is: [NH2:1][C:2]1[CH:7]=[CH:6][N:5]([CH:8]2[C:12]([OH:14])([CH3:13])[CH:11]([OH:23])[CH:10]([CH2:32][OH:33])[O:9]2)[C:4](=[O:42])[N:3]=1. (10) Given the reactants [CH2:1]=O.[NH:3]1[CH2:8][CH2:7][CH2:6][CH2:5][CH2:4]1.[CH3:9][O:10][C:11]([C:13]1[CH:14]=[C:15]2[C:19](=[CH:20][CH:21]=1)[NH:18][CH:17]=[CH:16]2)=[O:12], predict the reaction product. The product is: [CH3:9][O:10][C:11]([C:13]1[CH:14]=[C:15]2[C:19](=[CH:20][CH:21]=1)[NH:18][CH:17]=[C:16]2[CH2:1][N:3]1[CH2:8][CH2:7][CH2:6][CH2:5][CH2:4]1)=[O:12].